From a dataset of Reaction yield outcomes from USPTO patents with 853,638 reactions. Predict the reaction yield, written as a fraction of the theoretical maximum amount of product (1.0 means a 100% yield; for example, 0.34 means a 34% yield). The reactants are [O:1]([C:9]1[CH:14]=[CH:13][C:12]([C:15]([C:20]2[CH:25]=[CH:24][C:23]([CH2:26][CH2:27][C:28]([CH3:31])([OH:30])[CH3:29])=[C:22]([CH3:32])[CH:21]=2)([CH2:18][CH3:19])[CH2:16][CH3:17])=[CH:11][C:10]=1[CH3:33])[Si](C(C)(C)C)(C)C.C1COCC1.CCCC[N+](CCCC)(CCCC)CCCC.[F-]. The catalyst is CCOC(C)=O. The product is [CH2:16]([C:15]([C:12]1[CH:13]=[CH:14][C:9]([OH:1])=[C:10]([CH3:33])[CH:11]=1)([C:20]1[CH:25]=[CH:24][C:23]([CH2:26][CH2:27][C:28]([OH:30])([CH3:29])[CH3:31])=[C:22]([CH3:32])[CH:21]=1)[CH2:18][CH3:19])[CH3:17]. The yield is 0.740.